Dataset: Reaction yield outcomes from USPTO patents with 853,638 reactions. Task: Predict the reaction yield, written as a fraction of the theoretical maximum amount of product (1.0 means a 100% yield; for example, 0.34 means a 34% yield). (1) The reactants are Br[C:2]1[CH:3]=[C:4]2[C:8](=[C:9]([F:11])[CH:10]=1)[NH:7][C:6](=[O:12])[C:5]12[CH2:14][CH2:13]1.[CH3:15][N:16]1[C:20]([C:21]#[N:22])=[CH:19][CH:18]=[C:17]1B(O)O.[F-].[K+]. No catalyst specified. The product is [F:11][C:9]1[CH:10]=[C:2]([C:17]2[N:16]([CH3:15])[C:20]([C:21]#[N:22])=[CH:19][CH:18]=2)[CH:3]=[C:4]2[C:8]=1[NH:7][C:6](=[O:12])[C:5]12[CH2:14][CH2:13]1. The yield is 0.830. (2) The reactants are [H-].[Na+].[O:3]1[CH2:8][CH2:7][NH:6][C:5]2[CH:9]=[CH:10][CH:11]=[CH:12][C:4]1=2.I[CH3:14]. The catalyst is O1CCCC1. The product is [CH3:14][N:6]1[CH2:7][CH2:8][O:3][C:4]2[CH:12]=[CH:11][CH:10]=[CH:9][C:5]1=2. The yield is 0.500. (3) The reactants are CC/C=C\C/C=C\C/C=C\CCCCCCCCO.[CH2:20]([Br:38])[CH2:21][CH2:22][CH2:23][CH2:24][CH2:25][CH2:26][CH2:27][CH2:28][CH2:29][CH2:30][CH2:31][CH2:32][CH2:33][CH2:34][CH2:35][CH2:36][CH3:37]. No catalyst specified. The product is [Br:38][CH2:20][CH2:21][CH2:22][CH2:23][CH2:24][CH2:25][CH2:26][CH2:27]/[CH:28]=[CH:29]\[CH2:30]/[CH:31]=[CH:32]\[CH2:33]/[CH:34]=[CH:35]\[CH2:36][CH3:37]. The yield is 0.930. (4) The reactants are Cl.C(S[C:7]1[CH:8]=[C:9]([CH:13]([C:22]([O:24][C:25]([CH3:28])([CH3:27])[CH3:26])=[O:23])[CH2:14][NH:15][CH2:16][C:17]([N:19]([CH3:21])[CH3:20])=[O:18])[CH:10]=[CH:11][CH:12]=1)CCC.Cl.[CH2:30](SC1C=C(CCNCC(N(C)C)=O)C=CC=1)[CH2:31][CH2:32][CH3:33].O[O:51][S:52]([O-:54])=O.[K+].C([O-])(O)=O.[Na+]. The catalyst is C(#N)C.O. The product is [CH2:30]([S:52]([C:7]1[CH:8]=[C:9]([CH:13]([C:22]([O:24][C:25]([CH3:27])([CH3:26])[CH3:28])=[O:23])[CH2:14][NH:15][CH2:16][C:17]([N:19]([CH3:20])[CH3:21])=[O:18])[CH:10]=[CH:11][CH:12]=1)(=[O:54])=[O:51])[CH2:31][CH2:32][CH3:33]. The yield is 0.750. (5) The reactants are C(Cl)(=O)C(Cl)=O.CS(C)=O.[OH:11][CH2:12][C:13]([NH:16][C:17]1[S:18][CH:19]=[C:20]([C:22]2[CH:29]=[CH:28][C:25]([C:26]#[N:27])=[CH:24][CH:23]=2)[N:21]=1)([CH3:15])[CH3:14].C(N(CC)CC)C. The catalyst is C(Cl)Cl.O1CCCC1. The product is [CH3:15][C:13]([NH:16][C:17]1[S:18][CH:19]=[C:20]([C:22]2[CH:23]=[CH:24][C:25]([C:26]#[N:27])=[CH:28][CH:29]=2)[N:21]=1)([CH3:14])[CH:12]=[O:11]. The yield is 0.610. (6) The reactants are I[C:2]1[CH:14]=[CH:13][C:12]([O:15][CH3:16])=[CH:11][C:3]=1[NH:4][C:5](=O)[C:6](F)(F)F.C(N(CC)C(C)C)(C)C.[CH:26]#CC.[CH3:29][O:30][C:31]1[CH:32]=[C:33](I)[CH:34]=[C:35]([O:39][CH3:40])[C:36]=1[O:37][CH3:38].[C:42]([O-:45])([O-])=O.[K+].[K+]. The catalyst is CN(C=O)C.[Cu]I. The product is [CH3:16][O:15][C:12]1[CH:11]=[C:3]2[C:2]([C:6]([C:42](=[O:45])[C:33]3[CH:32]=[C:31]([O:30][CH3:29])[C:36]([O:37][CH3:38])=[C:35]([O:39][CH3:40])[CH:34]=3)=[C:5]([CH3:26])[NH:4]2)=[CH:14][CH:13]=1. The yield is 0.550.